Dataset: Peptide-MHC class II binding affinity with 134,281 pairs from IEDB. Task: Regression. Given a peptide amino acid sequence and an MHC pseudo amino acid sequence, predict their binding affinity value. This is MHC class II binding data. (1) The peptide sequence is GEPLSYTRFSLARQV. The MHC is HLA-DQA10301-DQB10302 with pseudo-sequence HLA-DQA10301-DQB10302. The binding affinity (normalized) is 0.231. (2) The peptide sequence is EFENFMKAGAHPIMH. The MHC is DRB1_0404 with pseudo-sequence DRB1_0404. The binding affinity (normalized) is 0.350.